Dataset: Full USPTO retrosynthesis dataset with 1.9M reactions from patents (1976-2016). Task: Predict the reactants needed to synthesize the given product. (1) Given the product [CH:3]1([N:8]2[CH2:29][CH2:28][C:11]3[N:12]([CH2:31][C:32]4[O:36][C:35]([C:37]([O:39][CH3:40])=[O:38])=[CH:34][CH:33]=4)[C:13]4[CH:14]=[CH:15][C:16]([C:19]([N:21]5[CH2:26][CH2:25][CH:24]([CH3:27])[CH2:23][CH2:22]5)=[O:20])=[CH:17][C:18]=4[C:10]=3[CH2:9]2)[CH2:7][CH2:6][CH2:5][CH2:4]1, predict the reactants needed to synthesize it. The reactants are: [H-].[Na+].[CH:3]1([N:8]2[CH2:29][CH2:28][C:11]3[NH:12][C:13]4[CH:14]=[CH:15][C:16]([C:19]([N:21]5[CH2:26][CH2:25][CH:24]([CH3:27])[CH2:23][CH2:22]5)=[O:20])=[CH:17][C:18]=4[C:10]=3[CH2:9]2)[CH2:7][CH2:6][CH2:5][CH2:4]1.Cl[CH2:31][C:32]1[O:36][C:35]([C:37]([O:39][CH2:40]C)=[O:38])=[CH:34][CH:33]=1. (2) Given the product [Cl:24][C:25]1[N:26]=[CH:27][C:28]([S:31]([N:15]([CH3:16])[C:12]2[CH:13]=[CH:14][C:9]([CH2:8][N:6]3[CH2:5][CH2:4][N:3]([C:17]([O:19][C:20]([CH3:22])([CH3:21])[CH3:23])=[O:18])[C@@H:2]([CH3:1])[CH2:7]3)=[CH:10][CH:11]=2)(=[O:33])=[O:32])=[CH:29][CH:30]=1, predict the reactants needed to synthesize it. The reactants are: [CH3:1][C@H:2]1[CH2:7][N:6]([CH2:8][C:9]2[CH:14]=[CH:13][C:12]([NH:15][CH3:16])=[CH:11][CH:10]=2)[CH2:5][CH2:4][N:3]1[C:17]([O:19][C:20]([CH3:23])([CH3:22])[CH3:21])=[O:18].[Cl:24][C:25]1[CH:30]=[CH:29][C:28]([S:31](Cl)(=[O:33])=[O:32])=[CH:27][N:26]=1.C(N(CC)CC)C. (3) Given the product [Br:11][C:5]1[CH:6]=[C:7]([N+:8]([O-:10])=[O:9])[C:2]([NH:22][CH2:21][C:18]2[CH:19]=[CH:20][C:15]([O:14][CH2:12][CH3:13])=[CH:16][CH:17]=2)=[N:3][CH:4]=1, predict the reactants needed to synthesize it. The reactants are: Br[C:2]1[C:7]([N+:8]([O-:10])=[O:9])=[CH:6][C:5]([Br:11])=[CH:4][N:3]=1.[CH2:12]([O:14][C:15]1[CH:20]=[CH:19][C:18]([CH2:21][NH2:22])=[CH:17][CH:16]=1)[CH3:13].C(N(CC)CC)C. (4) Given the product [O:10]=[C:9]([C:11]1[CH:16]=[CH:15][CH:14]=[CH:13][C:12]=1[CH3:17])[CH:8]([N:1]([C:2]1[CH:3]=[CH:4][CH:5]=[CH:6][CH:7]=1)[CH:26]=[O:25])[C:18]1[CH:23]=[CH:22][CH:21]=[CH:20][C:19]=1[CH3:24], predict the reactants needed to synthesize it. The reactants are: [NH:1]([CH:8]([C:18]1[CH:23]=[CH:22][CH:21]=[CH:20][C:19]=1[CH3:24])[C:9]([C:11]1[CH:16]=[CH:15][CH:14]=[CH:13][C:12]=1[CH3:17])=[O:10])[C:2]1[CH:7]=[CH:6][CH:5]=[CH:4][CH:3]=1.[O:25]1CCC[CH2:26]1. (5) The reactants are: [NH2:1][OH:2].[F:3][C:4]([F:22])([F:21])[C:5]1[CH:10]=[CH:9][CH:8]=[CH:7][C:6]=1[NH:11][C:12]1[CH:13]=[CH:14][C:15]([C:18](=O)[CH3:19])=[N:16][CH:17]=1. Given the product [F:3][C:4]([F:22])([F:21])[C:5]1[CH:10]=[CH:9][CH:8]=[CH:7][C:6]=1[NH:11][C:12]1[CH:13]=[CH:14][C:15]([C:18](=[N:1][OH:2])[CH3:19])=[N:16][CH:17]=1, predict the reactants needed to synthesize it. (6) Given the product [CH3:1][O:2][C:3]12[CH2:10][CH2:9][C:6]([C:11]([OH:13])=[O:12])([CH2:5][CH2:4]1)[CH2:7][CH2:8]2, predict the reactants needed to synthesize it. The reactants are: [CH3:1][O:2][C:3]12[CH2:10][CH2:9][C:6]([C:11]([O:13]C)=[O:12])([CH2:7][CH2:8]1)[CH2:5][CH2:4]2.Cl. (7) The reactants are: [CH2:1]1[C:10]2[C:5](=[CH:6][CH:7]=[CH:8][CH:9]=2)[CH2:4][CH2:3][N:2]1[NH2:11].C(N(CC)C(C)C)(C)C.Cl[C:22]([O:24][C:25]1[CH:30]=[CH:29][C:28]([C:31]([O:33][CH3:34])=[O:32])=[CH:27][CH:26]=1)=[O:23]. Given the product [CH3:34][O:33][C:31](=[O:32])[C:28]1[CH:27]=[CH:26][C:25]([O:24][C:22](=[O:23])[NH:11][N:2]2[CH2:3][CH2:4][C:5]3[C:10](=[CH:9][CH:8]=[CH:7][CH:6]=3)[CH2:1]2)=[CH:30][CH:29]=1, predict the reactants needed to synthesize it. (8) Given the product [C:17]([O:21][C:22]([N:24]1[C:33]2[C:28](=[CH:29][CH:30]=[C:31]([CH2:34][CH2:35][O:36][C:37]3[CH:38]=[C:39]4[C:43](=[CH:44][CH:45]=3)[N:42]([C:6]([C:7]3[CH:8]=[CH:9][C:10]5[O:14][CH2:13][CH2:12][C:11]=5[CH:15]=3)=[CH:5][C:4]([O:3][CH2:1][CH3:2])=[O:16])[CH:41]=[CH:40]4)[N:32]=2)[CH2:27][CH2:26][CH2:25]1)=[O:23])([CH3:20])([CH3:18])[CH3:19], predict the reactants needed to synthesize it. The reactants are: [CH2:1]([O:3][C:4](=[O:16])[C:5]#[C:6][C:7]1[CH:8]=[CH:9][C:10]2[O:14][CH2:13][CH2:12][C:11]=2[CH:15]=1)[CH3:2].[C:17]([O:21][C:22]([N:24]1[C:33]2[C:28](=[CH:29][CH:30]=[C:31]([CH2:34][CH2:35][O:36][C:37]3[CH:38]=[C:39]4[C:43](=[CH:44][CH:45]=3)[NH:42][CH:41]=[CH:40]4)[N:32]=2)[CH2:27][CH2:26][CH2:25]1)=[O:23])([CH3:20])([CH3:19])[CH3:18]. (9) Given the product [Br:1][C:2]1[N:7]=[C:6]([NH:8][CH2:9][CH2:10][CH2:11][N:12]2[CH2:17][CH2:16][CH2:15][CH2:14][CH2:13]2)[C:5]([NH2:18])=[CH:4][CH:3]=1, predict the reactants needed to synthesize it. The reactants are: [Br:1][C:2]1[N:7]=[C:6]([NH:8][CH2:9][CH2:10][CH2:11][N:12]2[CH2:17][CH2:16][CH2:15][CH2:14][CH2:13]2)[C:5]([N+:18]([O-])=O)=[CH:4][CH:3]=1.[OH-].[Na+].